Dataset: Reaction yield outcomes from USPTO patents with 853,638 reactions. Task: Predict the reaction yield, written as a fraction of the theoretical maximum amount of product (1.0 means a 100% yield; for example, 0.34 means a 34% yield). (1) The reactants are [H-].[Al+3].[Li+].[H-].[H-].[H-].[N:7]1([C:13]2[CH:14]=[C:15]([CH:18]=[CH:19][C:20]=2[C:21]([F:24])([F:23])[F:22])[C:16]#[N:17])[CH2:12][CH2:11][CH2:10][CH2:9][CH2:8]1.O. The catalyst is O1CCCC1. The product is [N:7]1([C:13]2[CH:14]=[C:15]([CH:18]=[CH:19][C:20]=2[C:21]([F:22])([F:23])[F:24])[CH2:16][NH2:17])[CH2:8][CH2:9][CH2:10][CH2:11][CH2:12]1. The yield is 0.460. (2) The reactants are [CH3:1][C@H:2]1[CH2:7][NH:6][C@H:5]([CH3:8])[CH2:4][NH:3]1.CS(O)(=O)=O.C([O-])(=O)C.[K+].Cl[C:20]([O:22][CH2:23][CH3:24])=[O:21]. The catalyst is O.O1CCCC1.C(O)C. The product is [CH3:1][C@H:2]1[CH2:7][NH:6][C@H:5]([CH3:8])[CH2:4][N:3]1[C:20]([O:22][CH2:23][CH3:24])=[O:21]. The yield is 0.740. (3) The reactants are Cl.O1CCOCC1.C(O[C:13]([N:15]1[CH2:21][CH:20]=[CH:19][CH2:18][CH2:17][N:16]1[C:22]([O:24]C(C)(C)C)=O)=[O:14])(C)(C)C.C1(=O)OC(=O)[C:31]2=[CH:35][CH:36]=[CH:37][CH:38]=[C:30]12.C([O-])(O)=O.[Na+]. No catalyst specified. The yield is 0.800. The product is [CH:30]1[C:31]2[C:13](=[O:14])[N:15]3[CH2:21][CH:20]=[CH:19][CH2:18][CH2:17][N:16]3[C:22](=[O:24])[C:35]=2[CH:36]=[CH:37][CH:38]=1. (4) The reactants are [C:1]([C:4]1[CH:14]=[CH:13][C:12]2[CH:11]3[CH2:15][CH:7]([CH2:8][N:9]([C:16](=[O:21])C(F)(F)F)[CH2:10]3)[C:6]=2[CH:5]=1)(=[O:3])[CH3:2].[NH4+].[OH-].[C:24]([O:28]C(OC([O:28][C:24]([CH3:27])([CH3:26])[CH3:25])=O)=O)([CH3:27])([CH3:26])[CH3:25].O. The catalyst is CO. The product is [C:24]([O:28][C:16]([N:9]1[CH2:8][CH:7]2[CH2:15][CH:11]([C:12]3[CH:13]=[CH:14][C:4]([C:1](=[O:3])[CH3:2])=[CH:5][C:6]=32)[CH2:10]1)=[O:21])([CH3:27])([CH3:26])[CH3:25]. The yield is 1.00.